From a dataset of Forward reaction prediction with 1.9M reactions from USPTO patents (1976-2016). Predict the product of the given reaction. (1) Given the reactants [Cl:1][C:2]1[CH:3]=[C:4]([C:10]([CH3:14])=[CH:11][C:12]=1Cl)[C:5]([O:7][CH2:8][CH3:9])=[O:6].[SH-:15].[Na+].Cl.C(=O)([O-])[O-].[K+].[K+].[CH2:24](Cl)[C:25](=[CH2:27])[CH3:26], predict the reaction product. The product is: [Cl:1][C:2]1[CH:3]=[C:4]([C:5]([O:7][CH2:8][CH3:9])=[O:6])[C:10]([CH3:14])=[CH:11][C:12]=1[CH2:26][C:25]1([CH3:27])[S:15][CH2:24]1. (2) Given the reactants C(OC(=O)[NH:7][CH2:8][CH:9]1[CH2:12][N:11]([C:13]([C:15]2[C:23]3[C:18](=[N:19][CH:20]=[CH:21][CH:22]=3)[S:17][C:16]=2[NH:24][C:25]2[CH:30]=[CH:29][C:28]([I:31])=[CH:27][C:26]=2[F:32])=[O:14])[CH2:10]1)(C)(C)C.FC(F)(F)C(O)=O.C(=O)([O-])[O-].[Na+].[Na+], predict the reaction product. The product is: [NH2:7][CH2:8][CH:9]1[CH2:10][N:11]([C:13]([C:15]2[C:23]3[C:18](=[N:19][CH:20]=[CH:21][CH:22]=3)[S:17][C:16]=2[NH:24][C:25]2[CH:30]=[CH:29][C:28]([I:31])=[CH:27][C:26]=2[F:32])=[O:14])[CH2:12]1. (3) Given the reactants [CH3:1][C:2]1[N:7]([C:8]2[CH:13]=[CH:12][CH:11]=[C:10]([C:14]([F:17])([F:16])[F:15])[CH:9]=2)[C:6](=[O:18])[C:5]([C:19]([O:21][CH2:22][CH3:23])=[O:20])=[CH:4][CH:3]=1.[I:24]N1C(=O)CCC1=O, predict the reaction product. The product is: [I:24][C:3]1[CH:4]=[C:5]([C:19]([O:21][CH2:22][CH3:23])=[O:20])[C:6](=[O:18])[N:7]([C:8]2[CH:13]=[CH:12][CH:11]=[C:10]([C:14]([F:17])([F:15])[F:16])[CH:9]=2)[C:2]=1[CH3:1]. (4) Given the reactants Cl.[F:2][C:3]([F:11])([F:10])[CH:4]1[CH2:9][CH2:8][NH:7][CH2:6][CH2:5]1.Br[C:13]1[CH:45]=[CH:44][C:16]([CH2:17][N:18]2[C:22]3[CH:23]=[C:24]([O:27][CH2:28][C:29]4[CH:33]=[CH:32][N:31]([CH3:34])[N:30]=4)[CH:25]=[CH:26][C:21]=3[N:20]=[C:19]2[CH2:35][C:36]([CH2:42][CH3:43])([CH2:40][CH3:41])[C:37]([OH:39])=[O:38])=[CH:15][CH:14]=1.FC(F)(F)C1CCNCC1, predict the reaction product. The product is: [CH2:40]([C:36]([CH2:35][C:19]1[N:18]([CH2:17][C:16]2[CH:44]=[CH:45][C:13]([N:7]3[CH2:8][CH2:9][CH:4]([C:3]([F:11])([F:10])[F:2])[CH2:5][CH2:6]3)=[CH:14][CH:15]=2)[C:22]2[CH:23]=[C:24]([O:27][CH2:28][C:29]3[CH:33]=[CH:32][N:31]([CH3:34])[N:30]=3)[CH:25]=[CH:26][C:21]=2[N:20]=1)([CH2:42][CH3:43])[C:37]([OH:39])=[O:38])[CH3:41].